From a dataset of Reaction yield outcomes from USPTO patents with 853,638 reactions. Predict the reaction yield, written as a fraction of the theoretical maximum amount of product (1.0 means a 100% yield; for example, 0.34 means a 34% yield). The reactants are C(O[C:6]([N:8]([CH2:10][C:11]1[CH:16]=[C:15]([NH:17]C(OC(C)(C)C)=O)[CH:14]=[CH:13][C:12]=1[C:25]1([C:28]([O:30][CH2:31][CH3:32])=[O:29])[CH2:27][CH2:26]1)C)=O)(C)(C)C.[ClH:33]. The catalyst is CCOC(C)=O.ClCCl. The product is [ClH:33].[NH2:17][C:15]1[CH:14]=[CH:13][C:12]([C:25]2([C:28]([O:30][CH2:31][CH3:32])=[O:29])[CH2:27][CH2:26]2)=[C:11]([CH2:10][NH:8][CH3:6])[CH:16]=1. The yield is 0.990.